Task: Predict the reactants needed to synthesize the given product.. Dataset: Full USPTO retrosynthesis dataset with 1.9M reactions from patents (1976-2016) Given the product [Cl:33][C:28]1[CH:29]=[C:30]2[C:25](=[CH:26][CH:27]=1)[CH:24]=[C:23]([S:20]([N:19]([CH2:50][C:35]([OH:36])=[O:38])[C@H:16]1[CH2:17][CH2:18][N:14]([CH:11]3[CH2:12][CH2:13][N:8]([CH:46]([CH3:48])[CH3:47])[CH2:9][CH2:10]3)[C:15]1=[O:34])(=[O:21])=[O:22])[CH:32]=[CH:31]2, predict the reactants needed to synthesize it. The reactants are: C(OC([N:8]1[CH2:13][CH2:12][CH:11]([N:14]2[CH2:18][CH2:17][C@H:16]([NH:19][S:20]([C:23]3[CH:32]=[CH:31][C:30]4[C:25](=[CH:26][CH:27]=[C:28]([Cl:33])[CH:29]=4)[CH:24]=3)(=[O:22])=[O:21])[C:15]2=[O:34])[CH2:10][CH2:9]1)=O)(C)(C)C.[C:35](=[O:38])([O-])[O-:36].[K+].[K+].BrCC(O[C:46](C)([CH3:48])[CH3:47])=O.[CH3:50]N(C=O)C.